Dataset: Catalyst prediction with 721,799 reactions and 888 catalyst types from USPTO. Task: Predict which catalyst facilitates the given reaction. (1) Reactant: Br.[CH3:2][C@@:3]1([C:9]([F:12])([F:11])[F:10])[CH2:7][NH:6][C:5](=[NH:8])[NH:4]1.C[O-].[Na+].[C:16](OCC)(=[O:23])[CH2:17][C:18](OCC)=[O:19].Cl. Product: [OH:23][C:16]1[N:8]=[C:5]2[NH:4][C@:3]([CH3:2])([C:9]([F:12])([F:10])[F:11])[CH2:7][N:6]2[C:18](=[O:19])[CH:17]=1. The catalyst class is: 5. (2) Reactant: [ClH:1].O1CCOCC1.[N:8]1[CH:13]=[CH:12][CH:11]=[C:10]([O:14][CH2:15][CH:16]2[CH2:21][N:20](C(OC(C)(C)C)=O)[CH2:19][CH2:18][N:17]2[C:29]([O:31][CH:32]2[CH2:37][CH2:36][N:35]([C:38]([O:40][CH2:41][C:42]3[CH:47]=[CH:46][CH:45]=[CH:44][CH:43]=3)=[O:39])[CH2:34][CH2:33]2)=[O:30])[CH:9]=1. Product: [ClH:1].[ClH:1].[N:8]1[CH:13]=[CH:12][CH:11]=[C:10]([O:14][CH2:15][CH:16]2[CH2:21][NH:20][CH2:19][CH2:18][N:17]2[C:29]([O:31][CH:32]2[CH2:37][CH2:36][N:35]([C:38]([O:40][CH2:41][C:42]3[CH:47]=[CH:46][CH:45]=[CH:44][CH:43]=3)=[O:39])[CH2:34][CH2:33]2)=[O:30])[CH:9]=1. The catalyst class is: 5. (3) Reactant: [Cl:1][C:2]1[CH:35]=[CH:34][C:5]([CH2:6][N:7]2[C:12](SCC)=[N:11][C:10](=[O:16])[N:9]([CH2:17][CH2:18][C@H:19]([NH:25][C:26]([O:28][C:29]([CH3:32])([CH3:31])[CH3:30])=[O:27])[C:20]([O:22][CH2:23][CH3:24])=[O:21])[C:8]2=[O:33])=[CH:4][CH:3]=1.[CH3:36][C:37]1[CH:38]=[C:39]([CH:41]=[CH:42][C:43]=1[O:44][CH:45]([CH3:47])[CH3:46])[NH2:40].C(O)(=O)C.C(=O)(O)[O-].[Na+]. Product: [Cl:1][C:2]1[CH:3]=[CH:4][C:5]([CH2:6][N:7]2[C:12](=[N:40][C:39]3[CH:41]=[CH:42][C:43]([O:44][CH:45]([CH3:46])[CH3:47])=[C:37]([CH3:36])[CH:38]=3)[NH:11][C:10](=[O:16])[N:9]([CH2:17][CH2:18][C@H:19]([NH:25][C:26]([O:28][C:29]([CH3:31])([CH3:30])[CH3:32])=[O:27])[C:20]([O:22][CH2:23][CH3:24])=[O:21])[C:8]2=[O:33])=[CH:34][CH:35]=1. The catalyst class is: 107. (4) Reactant: Cl[C:2]1[CH:11]=[C:10]([CH2:12][C:13]([NH2:15])=[O:14])[C:9]2[C:4](=[CH:5][CH:6]=[CH:7][CH:8]=2)[N:3]=1.[CH3:16][N:17]1[CH2:22][CH2:21][NH:20][CH2:19][CH2:18]1.CCOC(C)=O. Product: [CH3:16][N:17]1[CH2:22][CH2:21][N:20]([C:2]2[CH:11]=[C:10]([CH2:12][C:13]([NH2:15])=[O:14])[C:9]3[C:4](=[CH:5][CH:6]=[CH:7][CH:8]=3)[N:3]=2)[CH2:19][CH2:18]1. The catalyst class is: 60. (5) Reactant: [NH2:1][C:2]1[CH:3]=[C:4]([N:9]2[CH2:18][C:17]3[C:12](=[N:13][C:14](SC)=[N:15][CH:16]=3)[N:11]([CH3:21])[C:10]2=[O:22])[CH:5]=[CH:6][C:7]=1[F:8].ClC1C=C(C=CC=1)C(OO)=O.[NH3:34].O1CCOCC1. Product: [NH2:34][C:14]1[N:13]=[C:12]2[N:11]([CH3:21])[C:10](=[O:22])[N:9]([C:4]3[CH:5]=[CH:6][C:7]([F:8])=[C:2]([NH2:1])[CH:3]=3)[CH2:18][C:17]2=[CH:16][N:15]=1. The catalyst class is: 2. (6) Reactant: C([O:8][C:9]1[C:14]([O:15][CH3:16])=[CH:13][CH:12]=[CH:11][C:10]=1[CH2:17][C:18]([O:20][CH3:21])=[O:19])C1C=CC=CC=1. Product: [OH:8][C:9]1[C:14]([O:15][CH3:16])=[CH:13][CH:12]=[CH:11][C:10]=1[CH2:17][C:18]([O:20][CH3:21])=[O:19]. The catalyst class is: 481. (7) Reactant: C(OC(=O)[NH:7][C:8]1[CH:13]=[CH:12][C:11]([CH2:14][N:15]2[C:24](=[O:25])[C:23]3=[CH:26][CH:27]=[C:28]([O:29]C)[C:21]4[C:22]3=[C:17]([CH:18]=[CH:19][N:20]=4)[C:16]2=[O:31])=[CH:10][CH:9]=1)(C)(C)C.C(=O)([O-])[O-].[K+].[K+].C1(S)C=CC=CC=1. Product: [NH2:7][C:8]1[CH:13]=[CH:12][C:11]([CH2:14][N:15]2[C:24](=[O:25])[C:23]3=[CH:26][CH:27]=[C:28]([OH:29])[C:21]4[C:22]3=[C:17]([CH:18]=[CH:19][N:20]=4)[C:16]2=[O:31])=[CH:10][CH:9]=1. The catalyst class is: 60. (8) Reactant: [CH:1]1([C:5]2[C:13]([C:14]3[NH:15][C:16]([CH2:19][O:20][CH3:21])=[CH:17][N:18]=3)=[CH:12][C:8]([C:9](O)=[O:10])=[C:7]([CH3:22])[CH:6]=2)[CH2:4][CH2:3][CH2:2]1.Cl.[NH:24]1[CH2:29][CH2:28][CH:27]([C:30]2[CH:37]=[CH:36][C:33]([C:34]#[N:35])=[CH:32][CH:31]=2)[CH2:26][CH2:25]1.CCN=C=NCCCN(C)C.Cl. Product: [CH:1]1([C:5]2[C:13]([C:14]3[NH:15][C:16]([CH2:19][O:20][CH3:21])=[CH:17][N:18]=3)=[CH:12][C:8]([C:9]([N:24]3[CH2:29][CH2:28][CH:27]([C:30]4[CH:37]=[CH:36][C:33]([C:34]#[N:35])=[CH:32][CH:31]=4)[CH2:26][CH2:25]3)=[O:10])=[C:7]([CH3:22])[CH:6]=2)[CH2:4][CH2:3][CH2:2]1. The catalyst class is: 546. (9) Reactant: [CH:1]1([C:8](O)=[O:9])[CH2:7][CH2:6][CH2:5][CH2:4][CH2:3][CH2:2]1.B.C1COCC1. Product: [CH:1]1([CH2:8][OH:9])[CH2:7][CH2:6][CH2:5][CH2:4][CH2:3][CH2:2]1. The catalyst class is: 1.